From a dataset of Catalyst prediction with 721,799 reactions and 888 catalyst types from USPTO. Predict which catalyst facilitates the given reaction. (1) Reactant: [Br:1][C:2]1[S:6][C:5]([S:7][CH2:8][C:9]2[C:10]([C:19]([F:22])([F:21])[F:20])=[N:11][N:12]([CH3:18])[C:13]=2[O:14][CH:15]([F:17])[F:16])=[N:4][CH:3]=1.ClC1C=CC=C(C(OO)=[O:31])C=1. Product: [Br:1][C:2]1[S:6][C:5]([S:7]([CH2:8][C:9]2[C:10]([C:19]([F:22])([F:20])[F:21])=[N:11][N:12]([CH3:18])[C:13]=2[O:14][CH:15]([F:17])[F:16])=[O:31])=[N:4][CH:3]=1. The catalyst class is: 11. (2) Reactant: [C:1]([O:5][C:6](=[O:17])[CH2:7][C@H:8]([NH2:16])[CH:9]([O:13][CH2:14][CH3:15])[O:10][CH2:11][CH3:12])([CH3:4])([CH3:3])[CH3:2].N1C=CC=CC=1.[CH3:24][O:25][C:26](=[O:45])[C:27]1[CH:32]=[CH:31][C:30]([S:33](Cl)(=[O:35])=[O:34])=[C:29]([O:37][CH2:38][C:39]2[CH:44]=[CH:43][CH:42]=[CH:41][CH:40]=2)[CH:28]=1. Product: [CH3:24][O:25][C:26](=[O:45])[C:27]1[CH:32]=[CH:31][C:30]([S:33](=[O:35])(=[O:34])[NH:16][CH:8]([CH2:7][C:6]([O:5][C:1]([CH3:2])([CH3:4])[CH3:3])=[O:17])[CH:9]([O:13][CH2:14][CH3:15])[O:10][CH2:11][CH3:12])=[C:29]([O:37][CH2:38][C:39]2[CH:40]=[CH:41][CH:42]=[CH:43][CH:44]=2)[CH:28]=1. The catalyst class is: 2. (3) Reactant: [C:1]([O:5][C:6](=[O:15])[NH:7][C:8]1[CH:13]=[C:12]([Cl:14])[CH:11]=[CH:10][N:9]=1)([CH3:4])([CH3:3])[CH3:2].C([Li])CCC.CN([CH:24]=[O:25])C. Product: [C:1]([O:5][C:6](=[O:15])[NH:7][C:8]1[C:13]([CH:24]=[O:25])=[C:12]([Cl:14])[CH:11]=[CH:10][N:9]=1)([CH3:4])([CH3:2])[CH3:3]. The catalyst class is: 1. (4) Reactant: [Br:1][C:2]1[CH:7]=[CH:6][C:5]([CH:8]2[CH:13]([CH2:14][O:15][CH3:16])[CH2:12][N:11](C(OC(C)(C)C)=O)[CH:10](OC)[CH:9]2[C:26]2[CH:35]=[CH:34][C:33]3[C:28](=[CH:29][CH:30]=[CH:31][CH:32]=3)[CH:27]=2)=[CH:4][CH:3]=1.[ClH:36].[CH3:37][OH:38]. Product: [ClH:36].[Br:1][C:2]1[CH:3]=[CH:4][C:5]([CH:8]2[CH:13]([CH2:14][O:15][CH3:16])[CH2:12][N:11]([O:38][CH3:37])[CH2:10][CH:9]2[C:26]2[CH:35]=[CH:34][C:33]3[C:28](=[CH:29][CH:30]=[CH:31][CH:32]=3)[CH:27]=2)=[CH:6][CH:7]=1. The catalyst class is: 2. (5) Product: [Cl:18][C:19]1[CH:27]=[CH:26][C:22]([C:23]([OH:25])=[O:24])=[C:21]([NH:1][C:2]2[CH:7]=[CH:6][CH:5]=[CH:4][CH:3]=2)[N:20]=1. The catalyst class is: 20. Reactant: [NH2:1][C:2]1[CH:7]=[CH:6][CH:5]=[CH:4][CH:3]=1.[Li+].C[Si]([N-][Si](C)(C)C)(C)C.[Cl:18][C:19]1[CH:27]=[CH:26][C:22]([C:23]([OH:25])=[O:24])=[C:21](Cl)[N:20]=1.Cl. (6) Reactant: [F:1][C:2]1[CH:7]=[CH:6][C:5]([CH:8]2[CH:17]([C:18]3[N:22]([CH3:23])[N:21]=[CH:20][N:19]=3)[C:16](=O)[C:15]3[CH:10]([CH2:11][CH2:12][CH2:13][C:14]=3[C:25](O)=[O:26])[NH:9]2)=[CH:4][CH:3]=1.O.[NH2:29][NH2:30].O. Product: [F:1][C:2]1[CH:7]=[CH:6][C:5]([CH:8]2[NH:9][CH:10]3[C:15]4[C:16](=[N:29][NH:30][C:25](=[O:26])[C:14]=4[CH2:13][CH2:12][CH2:11]3)[CH:17]2[C:18]2[N:22]([CH3:23])[N:21]=[CH:20][N:19]=2)=[CH:4][CH:3]=1. The catalyst class is: 5. (7) Reactant: [CH2:1]([O:3][C:4]([C:6]1[CH:7]([C:14]2[CH:19]=[CH:18][C:17]([F:20])=[CH:16][CH:15]=2)[NH:8][C:9](=[O:13])[N:10]([CH3:12])[CH:11]=1)=[O:5])[CH3:2].[CH3:21][Si](C)(C)N[Si](C)(C)C.[K].CI. Product: [CH2:1]([O:3][C:4]([C:6]1[CH:7]([C:14]2[CH:15]=[CH:16][C:17]([F:20])=[CH:18][CH:19]=2)[N:8]([CH3:21])[C:9](=[O:13])[N:10]([CH3:12])[CH:11]=1)=[O:5])[CH3:2]. The catalyst class is: 3.